From a dataset of Full USPTO retrosynthesis dataset with 1.9M reactions from patents (1976-2016). Predict the reactants needed to synthesize the given product. (1) Given the product [Cl:1][C:2]1[N:11]=[C:10]([NH:23][C:24]2[CH:29]=[CH:28][C:27]([CH:30]3[CH2:35][CH2:34][N:33]([C:36]([O:38][C:39]([CH3:41])([CH3:40])[CH3:42])=[O:37])[CH2:32][CH2:31]3)=[C:26]([CH3:43])[CH:25]=2)[C:9]2[C:8](=[O:13])[NH:7][CH:6]=[CH:5][C:4]=2[CH:3]=1, predict the reactants needed to synthesize it. The reactants are: [Cl:1][C:2]1[CH:3]=[C:4]2[C:9](=[C:10](Cl)[N:11]=1)[C:8](=[O:13])[NH:7][CH:6]=[CH:5]2.CCN(C(C)C)C(C)C.[NH2:23][C:24]1[CH:29]=[CH:28][C:27]([CH:30]2[CH2:35][CH2:34][N:33]([C:36]([O:38][C:39]([CH3:42])([CH3:41])[CH3:40])=[O:37])[CH2:32][CH2:31]2)=[C:26]([CH3:43])[CH:25]=1.O. (2) Given the product [OH:1][C@@H:2]1[C@H:7]([OH:8])[C@@H:6]([O:9][CH3:10])[C:5]([CH3:12])([CH3:11])[O:4][C@H:3]1[O:13][C:14]1[C:23]([CH3:24])=[C:22]2[C:17]([CH:18]=[C:19]([NH:26][C:27](=[O:28])[C:54]3[CH:59]=[CH:60][C:51]([O:50][CH3:40])=[CH:52][CH:53]=3)[C:20](=[O:25])[O:21]2)=[CH:16][CH:15]=1, predict the reactants needed to synthesize it. The reactants are: [OH:1][C@@H:2]1[C@H:7]([OH:8])[C@@H:6]([O:9][CH3:10])[C:5]([CH3:12])([CH3:11])[O:4][C@H:3]1[O:13][C:14]1[C:23]([CH3:24])=[C:22]2[C:17]([CH:18]=[C:19]([NH:26][C:27](C3NC4C(C=3)=CC=CC=4)=[O:28])[C:20](=[O:25])[O:21]2)=[CH:16][CH:15]=1.O[C@@H]1[C@H](O)[C@@H](OC)C(C)(C)O[C@H:40]1[O:50][C:51]1[CH:60]=[C:59]2[C:54](C=C(NC(=O)[C:54]3[CH:59]=[CH:60][C:51]([O:50][CH3:40])=[C:52]([C:53]4[CH:54]=[CH:59][CH:60]=[C:51]([O:50][CH3:40])[CH:52]=4)[CH:53]=3)C=N2)=[CH:53][CH:52]=1. (3) Given the product [C:1]([C:3]1[CH:4]=[C:5]([CH:19]=[C:20]([S:37][CH3:36])[C:21]=1[O:22][CH3:25])[C:6]([N:8]1[C:12]2[CH:13]=[CH:14][CH:15]=[CH:16][C:11]=2[S:10](=[O:18])(=[O:17])[CH2:9]1)=[O:7])#[N:2], predict the reactants needed to synthesize it. The reactants are: [C:1]([C:3]1[CH:4]=[C:5]([CH:19]=[C:20](I)[C:21]=1[OH:22])[C:6]([N:8]1[C:12]2[CH:13]=[CH:14][CH:15]=[CH:16][C:11]=2[S:10](=[O:18])(=[O:17])[CH2:9]1)=[O:7])#[N:2].N1C=CC=C[C:25]=1C1C=CC=CN=1.[CH3:36][S:37]SC.